From a dataset of Catalyst prediction with 721,799 reactions and 888 catalyst types from USPTO. Predict which catalyst facilitates the given reaction. (1) Reactant: [Br:1][C:2]1[CH:12]=[CH:11][C:5]2[O:6][CH2:7][C:8](=O)[NH:9][C:4]=2[CH:3]=1.[CH3:13][C:14](OC(C)=O)=[O:15]. Product: [Br:1][C:2]1[CH:12]=[CH:11][C:5]2[O:6][CH2:7][CH2:8][N:9]([C:14](=[O:15])[CH3:13])[C:4]=2[CH:3]=1. The catalyst class is: 64. (2) Reactant: [C:1]([C:3]1[C:12]2[C:7](=[CH:8][CH:9]=[CH:10][CH:11]=2)[C:6]([NH:13][C@H:14]2[CH2:19][CH2:18][C@H:17](OS(C)(=O)=O)[CH2:16][CH2:15]2)=[CH:5][CH:4]=1)#[N:2].CC(C)([O-])C.[K+].[Cl:31]CCl. Product: [ClH:31].[CH:17]12[N:13]([C:6]3[C:7]4[C:12](=[CH:11][CH:10]=[CH:9][CH:8]=4)[C:3]([C:1]#[N:2])=[CH:4][CH:5]=3)[CH:14]([CH2:19][CH2:18]1)[CH2:15][CH2:16]2. The catalyst class is: 575. (3) Reactant: [OH:1][CH:2]([C:6]1([OH:19])[CH2:11][CH2:10][N:9]([C:12]([O:14][C:15]([CH3:18])([CH3:17])[CH3:16])=[O:13])[CH2:8][CH2:7]1)[CH2:3][CH2:4]O.C1(C)C=CC(S(Cl)(=O)=O)=CC=1.C(N(CC)CC)C. Product: [OH:1][CH:2]1[C:6]2([CH2:7][CH2:8][N:9]([C:12]([O:14][C:15]([CH3:16])([CH3:17])[CH3:18])=[O:13])[CH2:10][CH2:11]2)[O:19][CH2:4][CH2:3]1. The catalyst class is: 4. (4) Reactant: [F:1][C:2]1[CH:3]=[C:4]([CH:7]=[CH:8][CH:9]=1)[CH:5]=[CH2:6].C(O)(=[O:12])C.BrN1C(=O)CCC1=O.[OH-].[Na+]. Product: [F:1][C:2]1[CH:3]=[C:4]([CH:5]2[CH2:6][O:12]2)[CH:7]=[CH:8][CH:9]=1. The catalyst class is: 38. (5) Reactant: [CH3:1][N:2]([CH:4]=O)[CH3:3].[CH3:6][O:7][N:8]([CH3:36])[C:9]([C:11]1[N:12]([CH3:35])[C:13]([C:17]2[CH:18]=[C:19]([C:25]3[CH:30]=[CH:29][C:28]([S:31](=[O:34])(=[O:33])[NH2:32])=[CH:27][CH:26]=3)[C:20]([O:23][CH3:24])=[CH:21][CH:22]=2)=[C:14]([CH3:16])[CH:15]=1)=[O:10]. Product: [CH3:1][N:2]([CH:4]=[N:32][S:31]([C:28]1[CH:29]=[CH:30][C:25]([C:19]2[C:20]([O:23][CH3:24])=[CH:21][CH:22]=[C:17]([C:13]3[N:12]([CH3:35])[C:11]([C:9]([N:8]([O:7][CH3:6])[CH3:36])=[O:10])=[CH:15][C:14]=3[CH3:16])[CH:18]=2)=[CH:26][CH:27]=1)(=[O:33])=[O:34])[CH3:3]. The catalyst class is: 13. (6) Reactant: [C:1]([O:5][C:6]([NH:8][C@:9]1([C:14]([OH:16])=O)[CH2:11][C@H:10]1[CH:12]=[CH2:13])=[O:7])([CH3:4])([CH3:3])[CH3:2].C1N=CN(C(N2C=NC=C2)=O)C=1.[CH3:29][C:30]1([S:33]([NH2:36])(=[O:35])=[O:34])[CH2:32][CH2:31]1.C1CCN2C(=NCCC2)CC1. Product: [CH3:29][C:30]1([S:33]([NH:36][C:14]([C@@:9]2([NH:8][C:6](=[O:7])[O:5][C:1]([CH3:2])([CH3:3])[CH3:4])[CH2:11][C@H:10]2[CH:12]=[CH2:13])=[O:16])(=[O:35])=[O:34])[CH2:32][CH2:31]1. The catalyst class is: 1. (7) Reactant: [CH2:1]([O:5][C:6]1[CH:10]=[C:9]([CH2:11][CH2:12][C:13]([O:15]CC)=[O:14])[N:8]([CH2:18][C:19]2[CH:24]=[CH:23][C:22]([C:25]([F:28])([F:27])[F:26])=[CH:21][CH:20]=2)[N:7]=1)[CH2:2][CH2:3][CH3:4].[OH-].[Na+].O1CCCC1. Product: [CH2:1]([O:5][C:6]1[CH:10]=[C:9]([CH2:11][CH2:12][C:13]([OH:15])=[O:14])[N:8]([CH2:18][C:19]2[CH:24]=[CH:23][C:22]([C:25]([F:28])([F:27])[F:26])=[CH:21][CH:20]=2)[N:7]=1)[CH2:2][CH2:3][CH3:4]. The catalyst class is: 8. (8) Reactant: Br[C:2]1[C:3]([F:28])=[C:4]([C:24]([F:27])=[CH:25][CH:26]=1)[CH2:5][O:6][C:7]([N:9]1[CH2:14][CH2:13][N:12]([C:15]([O:17][C:18]([CH3:21])([CH3:20])[CH3:19])=[O:16])[CH2:11][C@H:10]1[CH2:22][CH3:23])=[O:8].C([Li])CCC.C(O)(=[O:36])C.OO. Product: [F:28][C:3]1[C:2]([OH:36])=[CH:26][CH:25]=[C:24]([F:27])[C:4]=1[CH2:5][O:6][C:7]([N:9]1[CH2:14][CH2:13][N:12]([C:15]([O:17][C:18]([CH3:21])([CH3:20])[CH3:19])=[O:16])[CH2:11][C@H:10]1[CH2:22][CH3:23])=[O:8]. The catalyst class is: 7.